This data is from Catalyst prediction with 721,799 reactions and 888 catalyst types from USPTO. The task is: Predict which catalyst facilitates the given reaction. (1) Reactant: [Br:1][C:2]1[CH:7]=[C:6]([F:8])[C:5]([F:9])=[CH:4][C:3]=1[SH:10].Cl[C:12]([CH2:14]Cl)=[CH2:13].C(=O)([O-])[O-].[K+].[K+]. Product: [Br:1][C:2]1[C:3]2[S:10][C:12]([CH3:14])=[CH:13][C:4]=2[C:5]([F:9])=[C:6]([F:8])[CH:7]=1. The catalyst class is: 21. (2) Reactant: [N:1]1([C:8]([C:21]2[CH:26]=[CH:25][CH:24]=[CH:23][CH:22]=2)([CH3:20])[C:9]([O:11][C@@H:12]2[CH:17]3[CH2:18][CH2:19][N:14]([CH2:15][CH2:16]3)[CH2:13]2)=[O:10])[CH2:7][CH2:6][CH2:5][CH2:4][CH2:3][CH2:2]1.[Br:27][CH2:28][C:29]([NH:31][C:32]1[CH:36]=[CH:35][O:34][N:33]=1)=[O:30].C(OCC)C. Product: [Br-:27].[N:1]1([C:8]([C:21]2[CH:22]=[CH:23][CH:24]=[CH:25][CH:26]=2)([CH3:20])[C:9]([O:11][C@@H:12]2[CH:17]3[CH2:18][CH2:19][N+:14]([CH2:28][C:29]([NH:31][C:32]4[CH:36]=[CH:35][O:34][N:33]=4)=[O:30])([CH2:15][CH2:16]3)[CH2:13]2)=[O:10])[CH2:2][CH2:3][CH2:4][CH2:5][CH2:6][CH2:7]1. The catalyst class is: 10. (3) Reactant: CN(C)C=O.C(=O)([O-])[O-].[K+].[K+].[F:12][C:13]([F:22])([F:21])[C:14]1[CH:15]=[CH:16][C:17](Cl)=[N:18][CH:19]=1.[CH3:23][O:24][N:25]=[C:26]([C:35]1[N:39]=[C:38]([CH3:40])[O:37][N:36]=1)[C:27]1[CH:32]=[C:31]([Cl:33])[CH:30]=[CH:29][C:28]=1[OH:34]. Product: [CH3:23][O:24][N:25]=[C:26]([C:35]1[N:39]=[C:38]([CH3:40])[O:37][N:36]=1)[C:27]1[CH:32]=[C:31]([Cl:33])[CH:30]=[CH:29][C:28]=1[O:34][C:17]1[CH:16]=[CH:15][C:14]([C:13]([F:22])([F:21])[F:12])=[CH:19][N:18]=1. The catalyst class is: 28. (4) Reactant: N[C:2]1[CH:9]=[C:8]([C:10]([F:13])([F:12])[F:11])[C:7]([O:14][CH2:15][C:16]([F:19])([F:18])[F:17])=[CH:6][C:3]=1[C:4]#[N:5].N(OCCC(C)C)=O. Product: [F:17][C:16]([F:18])([F:19])[CH2:15][O:14][C:7]1[CH:6]=[C:3]([CH:2]=[CH:9][C:8]=1[C:10]([F:13])([F:11])[F:12])[C:4]#[N:5]. The catalyst class is: 680. (5) Reactant: [C:1]([O:4][CH2:5][CH2:6][CH2:7][C@H:8]([NH:18][C:19]([O:21][C:22]([CH3:25])([CH3:24])[CH3:23])=[O:20])[CH2:9][O:10][Si:11]([C:14]([CH3:17])([CH3:16])[CH3:15])([CH3:13])[CH3:12])(=[O:3])[CH3:2].[CH3:26]I.[H-].[Na+]. Product: [C:1]([O:4][CH2:5][CH2:6][CH2:7][C@H:8]([N:18]([C:19]([O:21][C:22]([CH3:25])([CH3:24])[CH3:23])=[O:20])[CH3:26])[CH2:9][O:10][Si:11]([C:14]([CH3:15])([CH3:16])[CH3:17])([CH3:12])[CH3:13])(=[O:3])[CH3:2]. The catalyst class is: 3.